From a dataset of hERG potassium channel inhibition data for cardiac toxicity prediction from Karim et al.. Regression/Classification. Given a drug SMILES string, predict its toxicity properties. Task type varies by dataset: regression for continuous values (e.g., LD50, hERG inhibition percentage) or binary classification for toxic/non-toxic outcomes (e.g., AMES mutagenicity, cardiotoxicity, hepatotoxicity). Dataset: herg_karim. (1) The drug is C#Cc1cc(-c2n[nH]c3c2Cc2cc(CN4CCN(C)CC4)ccc2-3)cs1. The result is 1 (blocker). (2) The compound is CS(=O)(=O)c1ccc(CCN2CCN(CCc3ccc([N+](=O)[O-])cc3)CC2)cc1. The result is 1 (blocker).